This data is from Forward reaction prediction with 1.9M reactions from USPTO patents (1976-2016). The task is: Predict the product of the given reaction. (1) Given the reactants C(OC([N:8]1[C@H:12]([CH2:13][F:14])[C@@H:11]([C:15]2[CH:20]=[CH:19][C:18]([C:21]3[CH:26]=[CH:25][N:24]4[CH:27]=[C:28]([CH2:30][NH:31][S:32]([CH3:35])(=[O:34])=[O:33])[N:29]=[C:23]4[CH:22]=3)=[CH:17][CH:16]=2)[O:10]C1(C)C)=O)(C)(C)C.FC(F)(F)C(O)=O, predict the reaction product. The product is: [NH2:8][C@H:12]([CH2:13][F:14])[C@@H:11]([C:15]1[CH:20]=[CH:19][C:18]([C:21]2[CH:26]=[CH:25][N:24]3[CH:27]=[C:28]([CH2:30][NH:31][S:32]([CH3:35])(=[O:33])=[O:34])[N:29]=[C:23]3[CH:22]=2)=[CH:17][CH:16]=1)[OH:10]. (2) Given the reactants [Cl:1][CH2:2][CH2:3][CH2:4][CH:5]([C:10]1[CH:15]=[C:14]([CH:16]([CH3:18])[CH3:17])[C:13]([O:19][CH3:20])=[CH:12][C:11]=1[CH3:21])[C:6]([O:8]C)=[O:7].[OH-].[Na+], predict the reaction product. The product is: [Cl:1][CH2:2][CH2:3][CH2:4][CH:5]([C:10]1[CH:15]=[C:14]([CH:16]([CH3:18])[CH3:17])[C:13]([O:19][CH3:20])=[CH:12][C:11]=1[CH3:21])[C:6]([OH:8])=[O:7]. (3) Given the reactants [Cl:1][C:2]1[CH:3]=[C:4]([NH:16][C:17]2[C:26]3[C:21](=[CH:22][CH:23]=[CH:24][C:25]=3[O:27][CH2:28][C@H:29]3[CH2:33][CH2:32][NH:31][CH2:30]3)[N:20]=[CH:19][N:18]=2)[CH:5]=[CH:6][C:7]=1[O:8][CH2:9][C:10]1[CH:15]=[CH:14][CH:13]=[CH:12][N:11]=1.CN(C(ON1N=NC2C=CC=NC1=2)=[N+](C)C)C.F[P-](F)(F)(F)(F)F.[CH3:58][N:59]([CH3:64])[CH2:60][C:61](O)=[O:62], predict the reaction product. The product is: [Cl:1][C:2]1[CH:3]=[C:4]([NH:16][C:17]2[C:26]3[C:21](=[CH:22][CH:23]=[CH:24][C:25]=3[O:27][CH2:28][C@H:29]3[CH2:33][CH2:32][N:31]([C:61](=[O:62])[CH2:60][N:59]([CH3:64])[CH3:58])[CH2:30]3)[N:20]=[CH:19][N:18]=2)[CH:5]=[CH:6][C:7]=1[O:8][CH2:9][C:10]1[CH:15]=[CH:14][CH:13]=[CH:12][N:11]=1. (4) Given the reactants [OH:1][C:2]1[CH:3]=[C:4]([CH:7]=[CH:8][C:9]=1[OH:10])[CH:5]=[O:6].C(=O)([O-])[O-].[K+].[K+].[CH2:17](Br)[C:18]1[CH:23]=[CH:22][CH:21]=[CH:20][CH:19]=1, predict the reaction product. The product is: [CH2:17]([O:10][C:9]1[CH:8]=[CH:7][C:4]([CH:5]=[O:6])=[CH:3][C:2]=1[OH:1])[C:18]1[CH:23]=[CH:22][CH:21]=[CH:20][CH:19]=1. (5) Given the reactants [CH2:1]([O:3][C:4](=[O:26])[CH2:5][C:6]1[CH:7]=[N:8][CH:9]=[C:10]([C:12]2[CH:17]=[CH:16][C:15]([C:18]([F:21])([F:20])[F:19])=[CH:14][C:13]=2[CH2:22][NH:23][CH2:24][CH3:25])[CH:11]=1)[CH3:2].Cl.[N:28]1[CH:33]=[CH:32][CH:31]=[CH:30][C:29]=1[CH2:34][C:35]([OH:37])=O, predict the reaction product. The product is: [CH2:1]([O:3][C:4](=[O:26])[CH2:5][C:6]1[CH:7]=[N:8][CH:9]=[C:10]([C:12]2[CH:17]=[CH:16][C:15]([C:18]([F:20])([F:19])[F:21])=[CH:14][C:13]=2[CH2:22][N:23]([CH2:24][CH3:25])[C:35](=[O:37])[CH2:34][C:29]2[CH:30]=[CH:31][CH:32]=[CH:33][N:28]=2)[CH:11]=1)[CH3:2]. (6) Given the reactants [F:1][C:2]1[CH:3]=[C:4]([C:8]2[N:9]=[C:10]3[C:15]([C:16](O)=[O:17])=[CH:14][C:13]([N:19]4[CH2:24][CH2:23][O:22][CH2:21][CH2:20]4)=[N:12][N:11]3[CH:25]=2)[CH:5]=[CH:6][CH:7]=1.[S:26]1[CH:30]=[CH:29][N:28]=[C:27]1[NH2:31].CN(C(ON1N=NC2C=CC=NC1=2)=[N+](C)C)C.F[P-](F)(F)(F)(F)F.C(N(C(C)C)C(C)C)C, predict the reaction product. The product is: [F:1][C:2]1[CH:3]=[C:4]([C:8]2[N:9]=[C:10]3[C:15]([C:16]([NH:31][C:27]4[S:26][CH:30]=[CH:29][N:28]=4)=[O:17])=[CH:14][C:13]([N:19]4[CH2:24][CH2:23][O:22][CH2:21][CH2:20]4)=[N:12][N:11]3[CH:25]=2)[CH:5]=[CH:6][CH:7]=1. (7) Given the reactants [NH2:1][CH2:2][CH2:3][NH:4][C:5](=[O:14])[C:6]1[CH:11]=[CH:10][C:9]([O:12][CH3:13])=[CH:8][CH:7]=1.CN1CCOCC1.[NH:22]([C:35]([O:37][CH2:38][CH:39]1[C:51]2[C:46](=[CH:47][CH:48]=[CH:49][CH:50]=2)[C:45]2[C:40]1=[CH:41][CH:42]=[CH:43][CH:44]=2)=[O:36])[C@H:23]([C:32](O)=[O:33])[CH2:24][C:25](=[O:31])[O:26][C:27]([CH3:30])([CH3:29])[CH3:28].C(OC(Cl)=O)C(C)C, predict the reaction product. The product is: [CH:41]1[C:40]2[CH:39]([CH2:38][O:37][C:35]([NH:22][C@@H:23]([C:32]([NH:1][CH2:2][CH2:3][NH:4][C:5](=[O:14])[C:6]3[CH:11]=[CH:10][C:9]([O:12][CH3:13])=[CH:8][CH:7]=3)=[O:33])[CH2:24][C:25]([O:26][C:27]([CH3:28])([CH3:30])[CH3:29])=[O:31])=[O:36])[C:51]3[C:46](=[CH:47][CH:48]=[CH:49][CH:50]=3)[C:45]=2[CH:44]=[CH:43][CH:42]=1.